This data is from Forward reaction prediction with 1.9M reactions from USPTO patents (1976-2016). The task is: Predict the product of the given reaction. (1) Given the reactants Cl.Cl.[CH3:3][N:4]1[CH2:9][CH2:8][N:7]([CH:10]2[CH2:19][CH2:18][C:17]3[CH:16]=[C:15]([C:20]([OH:22])=O)[CH:14]=[CH:13][C:12]=3[CH2:11]2)[CH2:6][CH2:5]1.[NH:23]1[CH2:27][CH2:26][CH2:25][C@@H:24]1[CH2:28][N:29]1[CH2:33][CH2:32][CH2:31][CH2:30]1, predict the reaction product. The product is: [CH3:3][N:4]1[CH2:5][CH2:6][N:7]([CH:10]2[CH2:19][CH2:18][C:17]3[CH:16]=[C:15]([C:20]([N:23]4[CH2:27][CH2:26][CH2:25][CH:24]4[CH2:28][N:29]4[CH2:33][CH2:32][CH2:31][CH2:30]4)=[O:22])[CH:14]=[CH:13][C:12]=3[CH2:11]2)[CH2:8][CH2:9]1. (2) The product is: [CH3:33][C:30]([O:29][C:28]([N:1]([C:28]([O:29][C:30]([CH3:33])([CH3:32])[CH3:31])=[O:34])[C:2]1[CH:12]=[C:11]([CH3:13])[C:10]([Cl:14])=[CH:9][C:3]=1[C:4]([O:6][CH2:7][CH3:8])=[O:5])=[O:34])([CH3:31])[CH3:32]. Given the reactants [NH2:1][C:2]1[CH:12]=[C:11]([CH3:13])[C:10]([Cl:14])=[CH:9][C:3]=1[C:4]([O:6][CH2:7][CH3:8])=[O:5].BrC1C=C(C(F)(F)F)C(Cl)=CC=1N([C:28]([O:29][C:30]([CH3:33])([CH3:32])[CH3:31])=[O:34])[C:28](=[O:34])[O:29][C:30]([CH3:33])([CH3:32])[CH3:31], predict the reaction product. (3) The product is: [CH2:15]([O:14][S:11]([O-:17])(=[O:13])=[O:12])[CH3:16].[CH3:2][N+:3]([CH3:10])=[C:4]([N:7]([CH3:9])[CH3:8])[S:5][CH3:6]. Given the reactants [I-].[CH3:2][N+:3]([CH3:10])=[C:4]([N:7]([CH3:9])[CH3:8])[S:5][CH3:6].[S:11]([O:17]CC)([O:14][CH2:15][CH3:16])(=[O:13])=[O:12], predict the reaction product. (4) The product is: [Cl:33][C:14]1[CH:15]=[C:16]([C:20]([F:32])([C:28]([F:29])([F:30])[F:31])[C:21]([F:26])([F:27])[C:22]([F:24])([F:23])[F:25])[CH:17]=[C:18]([Cl:19])[C:13]=1[N:10]1[CH:36]=[C:35]([C:8]2[CH:9]=[C:4]([NH2:3])[CH:5]=[CH:6][CH:7]=2)[N:12]=[N:11]1. Given the reactants C([NH:3][C:4]1[CH:9]=[CH:8][CH:7]=[CH:6][CH:5]=1)#C.[N:10]([C:13]1[C:18]([Cl:19])=[CH:17][C:16]([C:20]([F:32])([C:28]([F:31])([F:30])[F:29])[C:21]([F:27])([F:26])[C:22]([F:25])([F:24])[F:23])=[CH:15][C:14]=1[Cl:33])=[N+:11]=[N-:12].O=[C:35]1O[C@H]([C@H](CO)O)C([O-])=[C:36]1O.[Na+], predict the reaction product. (5) Given the reactants [NH:1]1[C:9]2[C:4](=[CH:5][CH:6]=[CH:7][CH:8]=2)[C:3](/[CH:10]=[C:11]2\[O:12][C:13]3[CH:20]=[C:19]([OH:21])[CH:18]=[CH:17][C:14]=3[C:15]\2=[O:16])=[CH:2]1.[C:22]([O:26][C:27]([N:29]1[CH2:34][CH2:33][NH:32][CH2:31][CH2:30]1)=[O:28])([CH3:25])([CH3:24])[CH3:23].[CH2:35]=O, predict the reaction product. The product is: [NH:1]1[C:9]2[C:4](=[CH:5][CH:6]=[CH:7][CH:8]=2)[C:3](/[CH:10]=[C:11]2\[O:12][C:13]3[C:20]([CH2:35][N:32]4[CH2:33][CH2:34][N:29]([C:27]([O:26][C:22]([CH3:25])([CH3:23])[CH3:24])=[O:28])[CH2:30][CH2:31]4)=[C:19]([OH:21])[CH:18]=[CH:17][C:14]=3[C:15]\2=[O:16])=[CH:2]1. (6) Given the reactants [C:1]([O:4][CH2:5][C@@H:6]([NH:32][C:33]([O:35][CH2:36][C:37]1[CH:42]=[CH:41][CH:40]=[CH:39][CH:38]=1)=[O:34])[C:7]([N:9]1[CH2:13][CH2:12][CH2:11][C@H:10]1[C:14]([N:16]1[CH2:20][CH2:19][CH2:18][C@H:17]1[C:21]([NH:23][C@@H:24]([C@H:29]([OH:31])C)[C:25]([O:27][CH3:28])=[O:26])=[O:22])=[O:15])=[O:8])(=[O:3])[CH3:2].[CH3:43]N1CCOCC1.COC(=O)[C@@H](NC([C@@H]1CCCN1)=O)CO, predict the reaction product. The product is: [C:1]([O:4][C@@H:5]([CH3:43])[C@@H:6]([NH:32][C:33]([O:35][CH2:36][C:37]1[CH:38]=[CH:39][CH:40]=[CH:41][CH:42]=1)=[O:34])[C:7]([N:9]1[CH2:13][CH2:12][CH2:11][C@H:10]1[C:14]([N:16]1[CH2:20][CH2:19][CH2:18][C@H:17]1[C:21]([NH:23][C@@H:24]([CH2:29][OH:31])[C:25]([O:27][CH3:28])=[O:26])=[O:22])=[O:15])=[O:8])(=[O:3])[CH3:2]. (7) The product is: [C:60]([C:2]1[N:7]=[C:6]([C:8]([O:10][CH3:11])=[O:9])[C:5]([NH:12][C:13]([C:15]2[C:24]3[C:19](=[CH:20][CH:21]=[CH:22][CH:23]=3)[C:18]([CH3:25])=[CH:17][CH:16]=2)=[O:14])=[CH:4][CH:3]=1)#[N:61]. Given the reactants Cl[C:2]1[N:7]=[C:6]([C:8]([O:10][CH3:11])=[O:9])[C:5]([NH:12][C:13]([C:15]2[C:24]3[C:19](=[CH:20][CH:21]=[CH:22][CH:23]=3)[C:18]([CH3:25])=[CH:17][CH:16]=2)=[O:14])=[CH:4][CH:3]=1.[C-]#N.[K+].C1(P(C2C=CC=CC=2)CCCCCP(C2C=CC=CC=2)C2C=CC=CC=2)C=CC=CC=1.[CH3:60][N:61](CCN(C)C)C, predict the reaction product. (8) The product is: [C:23]([C:7]1[C:8]2[C:13](=[CH:12][CH:11]=[C:10]([O:16][C:17]3[CH:22]=[CH:21][CH:20]=[CH:19][CH:18]=3)[CH:9]=2)[C:14]([OH:15])=[C:5]([C:3]([NH:25][C@H:26]([CH3:31])[CH2:27][C:28]([OH:30])=[O:29])=[O:4])[N:6]=1)#[N:24]. Given the reactants CO[C:3]([C:5]1[N:6]=[C:7]([C:23]#[N:24])[C:8]2[C:13]([C:14]=1[OH:15])=[CH:12][CH:11]=[C:10]([O:16][C:17]1[CH:22]=[CH:21][CH:20]=[CH:19][CH:18]=1)[CH:9]=2)=[O:4].[NH2:25][C@H:26]([CH3:31])[CH2:27][C:28]([OH:30])=[O:29].C[O-].[Na+].Cl, predict the reaction product. (9) Given the reactants [NH2:1][CH2:2][CH:3]1[CH2:8][CH2:7][N:6]([C:9]([O:11][C:12]([CH3:15])([CH3:14])[CH3:13])=[O:10])[CH2:5][CH2:4]1.[C:16]1(=O)[O:21][C:19](=[O:20])[CH2:18][CH2:17]1.C(N1C=CN=C1)(N1C=CN=C1)=O.O, predict the reaction product. The product is: [C:12]([O:11][C:9]([N:6]1[CH2:7][CH2:8][CH:3]([CH2:2][N:1]2[C:19](=[O:20])[CH2:18][CH2:17][C:16]2=[O:21])[CH2:4][CH2:5]1)=[O:10])([CH3:15])([CH3:14])[CH3:13]. (10) Given the reactants Cl[C:2]1[N:10]=[CH:9][C:8]([Cl:11])=[CH:7][C:3]=1[C:4]([OH:6])=[O:5].[CH3:12][CH:13]([CH3:17])[CH2:14][CH2:15][OH:16], predict the reaction product. The product is: [Cl:11][C:8]1[CH:9]=[N:10][C:2]([O:16][CH2:15][CH2:14][CH:13]([CH3:17])[CH3:12])=[C:3]([CH:7]=1)[C:4]([OH:6])=[O:5].